From a dataset of NCI-60 drug combinations with 297,098 pairs across 59 cell lines. Regression. Given two drug SMILES strings and cell line genomic features, predict the synergy score measuring deviation from expected non-interaction effect. Drug 1: CC1=CC2C(CCC3(C2CCC3(C(=O)C)OC(=O)C)C)C4(C1=CC(=O)CC4)C. Drug 2: C1=CC=C(C(=C1)C(C2=CC=C(C=C2)Cl)C(Cl)Cl)Cl. Cell line: MDA-MB-435. Synergy scores: CSS=-5.89, Synergy_ZIP=2.56, Synergy_Bliss=0.437, Synergy_Loewe=-4.47, Synergy_HSA=-4.64.